From a dataset of Retrosynthesis with 50K atom-mapped reactions and 10 reaction types from USPTO. Predict the reactants needed to synthesize the given product. (1) Given the product CC(=O)Nc1cc(O)c2cc(Br)ccc2n1, predict the reactants needed to synthesize it. The reactants are: CC(=O)O.Nc1cc(O)c2cc(Br)ccc2n1. (2) The reactants are: CCN1Cc2ccccc2S(=O)(=O)N1.CI. Given the product CCN1Cc2ccccc2S(=O)(=O)N1C, predict the reactants needed to synthesize it. (3) Given the product CCOC(=O)c1cn(C)nc1NCc1ccc(-c2ccccc2C#N)cc1, predict the reactants needed to synthesize it. The reactants are: CCOC(=O)c1cn(C)nc1N.N#Cc1ccccc1-c1ccc(CBr)cc1. (4) Given the product CNc1nc(Cl)c(Cl)c(N2CCN(CC[C@H]3CC[C@H](NC(=O)OC(C)(C)C)CC3)CC2)n1, predict the reactants needed to synthesize it. The reactants are: CC(C)(C)OC(=O)N[C@H]1CC[C@H](CC=O)CC1.CNc1nc(Cl)c(Cl)c(N2CCNCC2)n1. (5) Given the product O=C(Nc1nc(CC(=O)N2CCN(CC(=O)N3CCCC3)CC2)cs1)c1ccc2c(c1)OCO2, predict the reactants needed to synthesize it. The reactants are: Nc1nc(CC(=O)N2CCN(CC(=O)N3CCCC3)CC2)cs1.O=C(O)c1ccc2c(c1)OCO2. (6) Given the product CCOC(=O)c1sc(N2CCN(Cc3csc4ccc(Cl)cc34)C2=O)nc1C, predict the reactants needed to synthesize it. The reactants are: CCOC(=O)c1sc(N2CCNC2=O)nc1C.Clc1ccc2scc(CBr)c2c1. (7) Given the product CCCCCCCCCCCCCCCCCC(=O)c1ccc(C(=O)O)c(Cl)c1, predict the reactants needed to synthesize it. The reactants are: CCCCCCCCCCCCCCCCCC(=O)c1ccc(C(=O)OC)c(Cl)c1.